This data is from Full USPTO retrosynthesis dataset with 1.9M reactions from patents (1976-2016). The task is: Predict the reactants needed to synthesize the given product. (1) Given the product [Cl:3][C:4]1[CH:9]=[C:8]([N+:10]([O-:12])=[O:11])[CH:7]=[CH:6][C:5]=1[O:13][C:19]1[CH:20]=[CH:15][N:16]=[C:17]([NH:21][CH2:22][CH2:23][CH2:24][OH:25])[N:18]=1, predict the reactants needed to synthesize it. The reactants are: [H-].[Na+].[Cl:3][C:4]1[CH:9]=[C:8]([N+:10]([O-:12])=[O:11])[CH:7]=[CH:6][C:5]=1[OH:13].Cl[C:15]1[CH:20]=[CH:19][N:18]=[C:17]([NH:21][CH2:22][CH2:23][CH2:24][OH:25])[N:16]=1. (2) Given the product [CH3:1][C:2]1[CH:7]=[CH:6][CH:5]=[CH:4][C:3]=1[S:8]([C:13]1[CH:21]=[CH:20][C:19]2[N:18]([CH3:22])[C:17]3[CH2:23][CH:24]4[NH:28][CH:27]([C:16]=3[C:15]=2[C:14]=1[C:29]([O:31][C:32]([CH3:35])([CH3:34])[CH3:33])=[O:30])[CH2:26][CH2:25]4)(=[O:10])=[O:9], predict the reactants needed to synthesize it. The reactants are: [CH3:1][C:2]1[CH:7]=[CH:6][CH:5]=[CH:4][C:3]=1[S:8]([O-:10])=[O:9].[Na+].Br[C:13]1[CH:21]=[CH:20][C:19]2[N:18]([CH3:22])[C:17]3[CH2:23][CH:24]4[NH:28][CH:27]([C:16]=3[C:15]=2[C:14]=1[C:29]([O:31][C:32]([CH3:35])([CH3:34])[CH3:33])=[O:30])[CH2:26][CH2:25]4. (3) Given the product [Cl:17][C:6]1[CH:5]=[C:4]([C:9]2[CH:14]=[CH:13][CH:12]=[CH:11][CH:10]=2)[N:3]=[C:2]([NH2:1])[N:7]=1, predict the reactants needed to synthesize it. The reactants are: [NH2:1][C:2]1[NH:7][C:6](=O)[CH:5]=[C:4]([C:9]2[CH:14]=[CH:13][CH:12]=[CH:11][CH:10]=2)[N:3]=1.P(Cl)(Cl)([Cl:17])=O. (4) Given the product [CH3:25][O:24][C:7]1[CH:6]=[CH:5][C:4]2[N:3]=[C:2]([NH:26][C:27]3[CH:37]=[CH:36][C:30]4[O:31][CH2:32][C:33](=[O:35])[NH:34][C:29]=4[CH:28]=3)[C:11]3[NH:12][N:13]=[CH:14][C:10]=3[C:9]=2[CH:8]=1, predict the reactants needed to synthesize it. The reactants are: Cl[C:2]1[C:11]2=[N:12][N:13](CC3C=CC(OC)=CC=3)[CH:14]=[C:10]2[C:9]2[CH:8]=[C:7]([O:24][CH3:25])[CH:6]=[CH:5][C:4]=2[N:3]=1.[NH2:26][C:27]1[CH:37]=[CH:36][C:30]2[O:31][CH2:32][C:33](=[O:35])[NH:34][C:29]=2[CH:28]=1.Cl.